Dataset: NCI-60 drug combinations with 297,098 pairs across 59 cell lines. Task: Regression. Given two drug SMILES strings and cell line genomic features, predict the synergy score measuring deviation from expected non-interaction effect. (1) Drug 1: CN1CCC(CC1)COC2=C(C=C3C(=C2)N=CN=C3NC4=C(C=C(C=C4)Br)F)OC. Drug 2: C1CCC(C1)C(CC#N)N2C=C(C=N2)C3=C4C=CNC4=NC=N3. Cell line: NCI-H460. Synergy scores: CSS=2.42, Synergy_ZIP=4.15, Synergy_Bliss=-0.248, Synergy_Loewe=-2.01, Synergy_HSA=-0.428. (2) Drug 1: CC(C1=C(C=CC(=C1Cl)F)Cl)OC2=C(N=CC(=C2)C3=CN(N=C3)C4CCNCC4)N. Drug 2: CC1=C(C=C(C=C1)NC2=NC=CC(=N2)N(C)C3=CC4=NN(C(=C4C=C3)C)C)S(=O)(=O)N.Cl. Cell line: TK-10. Synergy scores: CSS=13.3, Synergy_ZIP=2.06, Synergy_Bliss=10.6, Synergy_Loewe=8.53, Synergy_HSA=9.73.